From a dataset of Reaction yield outcomes from USPTO patents with 853,638 reactions. Predict the reaction yield, written as a fraction of the theoretical maximum amount of product (1.0 means a 100% yield; for example, 0.34 means a 34% yield). (1) The yield is 0.860. No catalyst specified. The product is [F:32][C:29]([F:30])([F:31])[C:25]1[CH:24]=[C:23]([NH:22][C:20]2[CH:21]=[C:17]([C@@H:14]3[CH2:15][CH2:16][C@H:12]([NH:8][C:9](=[O:11])[CH3:10])[CH2:13]3)[NH:18][N:19]=2)[CH:28]=[CH:27][CH:26]=1. The reactants are COC1C=CC(C[N:8]([CH:12]2[CH2:16][CH2:15][CH:14]([C:17]3[CH:21]=[C:20]([NH:22][C:23]4[CH:28]=[CH:27][CH:26]=[C:25]([C:29]([F:32])([F:31])[F:30])[CH:24]=4)[N:19](CC4C=CC(OC)=CC=4)[N:18]=3)[CH2:13]2)[C:9](=[O:11])[CH3:10])=CC=1.C(O)(C(F)(F)F)=O. (2) The product is [NH2:1][C:4]([C:11]1[CH:20]=[CH:19][C:18]2[C:13](=[CH:14][CH:15]=[C:16]([O:21][C@H:22]3[CH2:27][CH2:26][C@H:25]([C:28]([F:29])([F:30])[F:31])[CH2:24][CH2:23]3)[CH:17]=2)[CH:12]=1)([CH3:10])[CH2:5][CH2:6][C:7]([OH:9])=[O:8]. The yield is 0.520. The catalyst is C(O)(=O)C.[Zn]. The reactants are [N+:1]([C:4]([C:11]1[CH:20]=[CH:19][C:18]2[C:13](=[CH:14][CH:15]=[C:16]([O:21][C@H:22]3[CH2:27][CH2:26][C@H:25]([C:28]([F:31])([F:30])[F:29])[CH2:24][CH2:23]3)[CH:17]=2)[CH:12]=1)([CH3:10])[CH2:5][CH2:6][C:7]([OH:9])=[O:8])([O-])=O. (3) The reactants are [S:1]1[CH:5]=[CH:4][CH:3]=[C:2]1[C:6]([C:8]1[CH:9]=[N:10][N:11]2[C:16]([C:17]3[CH:18]=[C:19]([C:23]4[CH:28]=[CH:27][C:26]([CH:29]=O)=[CH:25][CH:24]=4)[CH:20]=[CH:21][CH:22]=3)=[CH:15][CH:14]=[N:13][C:12]=12)=[O:7].[NH:31]1[CH2:36][CH2:35][O:34][CH2:33][CH2:32]1.C(O[BH-](OC(=O)C)OC(=O)C)(=O)C.[Na+].C(O)(=O)C. The catalyst is C(Cl)Cl.CN(C=O)C. The product is [N:31]1([CH2:29][C:26]2[CH:25]=[CH:24][C:23]([C:19]3[CH:20]=[CH:21][CH:22]=[C:17]([C:16]4[N:11]5[N:10]=[CH:9][C:8]([C:6]([C:2]6[S:1][CH:5]=[CH:4][CH:3]=6)=[O:7])=[C:12]5[N:13]=[CH:14][CH:15]=4)[CH:18]=3)=[CH:28][CH:27]=2)[CH2:36][CH2:35][O:34][CH2:33][CH2:32]1. The yield is 0.750. (4) The product is [C:24]([CH:56]([NH2:57])[CH2:55][NH:65][C:66](=[O:84])[C:67]1[CH:68]=[CH:69][C:70]([C:73]#[CH:74])=[CH:71][CH:72]=1)([C:25]1[CH:26]=[CH:27][CH:28]=[CH:29][CH:30]=1)([C:36]1[CH:37]=[CH:38][CH:91]=[CH:89][CH:90]=1)[C:46]1[CH:45]=[CH:44][CH:43]=[CH:42][CH:47]=1. The catalyst is CN(C=O)C.CCOC(C)=O. The reactants are O[C@@H]1CCN([C:24]([C:25]2[CH:30]=[CH:29][C:28](OC(F)(F)F)=[CH:27][CH:26]=2)=O)[C@H]1C(NO[CH2:24][C:25]1[CH:30]=[CH:29][CH:28]=[CH:27][CH:26]=1)=O.CCN=C=N[CH2:36][CH2:37][CH2:38]N(C)C.[CH:42]1[CH:43]=[CH:44][C:45]2N(O)N=N[C:46]=2[CH:47]=1.COC(=O)[CH:55]([NH:65][C:66](=[O:84])[C:67]1[CH:72]=[CH:71][C:70]([C:73]#[C:74]C#CC2C=CC(N)=CC=2)=[CH:69][CH:68]=1)[CH2:56][NH:57]C(OC(C)(C)C)=O.CCN(C(C)C)[CH:89]([CH3:91])[CH3:90]. The yield is 0.970. (5) The reactants are [CH3:1][O:2][C:3]([C@@H:5]([N:13]1[CH2:21][C:17]2[CH:18]=[CH:19][S:20][C:16]=2[CH2:15][CH2:14]1)[C:6]1[CH:7]=[CH:8][CH:9]=[CH:10][C:11]=1[Cl:12])=[O:4].[S:22](=[O:26])(=[O:25])([OH:24])[OH:23]. The catalyst is CC(C)=O. The product is [CH3:1][O:2][C:3]([C@@H:5]([N:13]1[CH2:21][C:17]2[CH:18]=[CH:19][S:20][C:16]=2[CH2:15][CH2:14]1)[C:6]1[C:11]([Cl:12])=[CH:10][CH:9]=[CH:8][CH:7]=1)=[O:4].[OH:25][S:22]([OH:26])(=[O:24])=[O:23]. The yield is 0.780. (6) The reactants are [CH:1]1([C:4](=O)[CH2:5][C:6]#[N:7])[CH2:3][CH2:2]1.O.[NH2:10][NH2:11]. The catalyst is CO. The product is [CH:1]1([C:4]2[CH:5]=[C:6]([NH2:7])[NH:11][N:10]=2)[CH2:3][CH2:2]1. The yield is 0.460. (7) The reactants are [C:1]([NH:9][C@H:10]([C:15]([O:17]C)=[O:16])[C:11]([CH3:14])([CH3:13])[CH3:12])(=[O:8])[CH2:2][CH2:3][CH2:4][CH2:5][CH:6]=[CH2:7].Cl. The catalyst is C1COCC1.[OH-].[Na+]. The product is [C:1]([NH:9][C@H:10]([C:15]([OH:17])=[O:16])[C:11]([CH3:12])([CH3:13])[CH3:14])(=[O:8])[CH2:2][CH2:3][CH2:4][CH2:5][CH:6]=[CH2:7]. The yield is 0.840.